From a dataset of Full USPTO retrosynthesis dataset with 1.9M reactions from patents (1976-2016). Predict the reactants needed to synthesize the given product. Given the product [NH2:9][C:3]1[CH:4]=[CH:5][C:6]([F:8])=[CH:7][C:2]=1[O:12][CH:13]([CH3:19])[C:14]([CH3:18])([CH3:17])[C:15]#[N:16], predict the reactants needed to synthesize it. The reactants are: F[C:2]1[CH:7]=[C:6]([F:8])[CH:5]=[CH:4][C:3]=1[N+:9]([O-])=O.[OH:12][CH:13]([CH3:19])[C:14]([CH3:18])([CH3:17])[C:15]#[N:16].